This data is from Reaction yield outcomes from USPTO patents with 853,638 reactions. The task is: Predict the reaction yield, written as a fraction of the theoretical maximum amount of product (1.0 means a 100% yield; for example, 0.34 means a 34% yield). (1) The reactants are C([N:8]1[CH:13]2[CH2:14][CH2:15][CH:9]1[CH2:10][N:11]([C:16]([O:18][C:19]([CH3:22])([CH3:21])[CH3:20])=[O:17])[CH2:12]2)C1C=CC=CC=1. The catalyst is [OH-].[OH-].[Pd+2].CO. The product is [NH4+:8].[OH-:17].[CH:9]12[NH:8][CH:13]([CH2:14][CH2:15]1)[CH2:12][N:11]([C:16]([O:18][C:19]([CH3:22])([CH3:21])[CH3:20])=[O:17])[CH2:10]2. The yield is 0.0100. (2) The reactants are [CH2:1]([O:3][P:4]([N:9]1[CH2:22][CH2:21][N:20](S(C2C=CC=CC=2[N+]([O-])=O)(=O)=O)[CH2:19][CH2:18][CH2:17][CH2:16][CH2:15][CH2:14][CH2:13][N:12]([S:35]([C:38]2[CH:43]=[CH:42][CH:41]=[CH:40][C:39]=2[N+:44]([O-:46])=[O:45])(=[O:37])=[O:36])[CH2:11][CH2:10]1)([O:6][CH2:7][CH3:8])=[O:5])[CH3:2].C([O-])([O-])=O.[K+].[K+].C1(S)C=CC=CC=1. The catalyst is CN(C=O)C. The product is [CH2:7]([O:6][P:4]([N:9]1[CH2:10][CH2:11][N:12]([S:35]([C:38]2[CH:43]=[CH:42][CH:41]=[CH:40][C:39]=2[N+:44]([O-:46])=[O:45])(=[O:37])=[O:36])[CH2:13][CH2:14][CH2:15][CH2:16][CH2:17][CH2:18][CH2:19][NH:20][CH2:21][CH2:22]1)([O:3][CH2:1][CH3:2])=[O:5])[CH3:8]. The yield is 0.230. (3) The product is [CH3:34][C:26]1[CH:25]=[C:24]([CH:22]2[CH2:4][C:3](=[O:5])[CH2:23]2)[CH:33]=[CH:32][C:27]=1[C:28]([O:30][CH3:31])=[O:29]. The yield is 0.450. The reactants are CN(C)[C:3](=[O:5])[CH3:4].FC(F)(F)S(OS(C(F)(F)F)(=O)=O)(=O)=O.[CH:22]([C:24]1[CH:33]=[CH:32][C:27]([C:28]([O:30][CH3:31])=[O:29])=[C:26]([CH3:34])[CH:25]=1)=[CH2:23].CC1C=C(C)C=C(C)N=1. The catalyst is ClCCCl. (4) The reactants are [CH:1]([C:3]1[C:11]2[C:6](=[CH:7][C:8]([C:12]([O:14][CH3:15])=[O:13])=[CH:9][CH:10]=2)[NH:5][CH:4]=1)=[O:2].[CH3:16][NH:17][CH3:18].[BH4-].[Na+].[CH3:21]O. The catalyst is C(Cl)(Cl)Cl.[Cl-].[Na+].O. The product is [NH3:5].[CH3:1][OH:2].[CH3:15][O:14][C:12]([C:8]1[CH:7]=[C:6]2[C:11]([C:3]([N:17]([CH3:18])[CH3:16])=[CH:4][N:5]2[CH3:21])=[CH:10][CH:9]=1)=[O:13]. The yield is 0.200.